This data is from Catalyst prediction with 721,799 reactions and 888 catalyst types from USPTO. The task is: Predict which catalyst facilitates the given reaction. (1) Reactant: [CH2:1]([O:8][C:9]1[CH:10]=[C:11]2[C:15](=[CH:16][CH:17]=1)[NH:14][CH:13]=[C:12]2[CH:18]=[O:19])[C:2]1[CH:7]=[CH:6][CH:5]=[CH:4][CH:3]=1.[H-].[Na+].[CH3:22]I.O. Product: [CH2:1]([O:8][C:9]1[CH:10]=[C:11]2[C:15](=[CH:16][CH:17]=1)[N:14]([CH3:22])[CH:13]=[C:12]2[CH:18]=[O:19])[C:2]1[CH:3]=[CH:4][CH:5]=[CH:6][CH:7]=1. The catalyst class is: 3. (2) Reactant: [CH:1]([C:3]1[C:24]([CH3:25])=[CH:23][C:6]([O:7][CH2:8][C:9]2[CH:14]=[CH:13][CH:12]=[CH:11][C:10]=2/[C:15](=[CH:20]\[O:21][CH3:22])/[C:16]([O:18][CH3:19])=[O:17])=[C:5]([CH3:26])[CH:4]=1)=[O:2].[CH2:27]([Mg]Br)[CH3:28].Cl. Product: [OH:2][CH:1]([C:3]1[C:24]([CH3:25])=[CH:23][C:6]([O:7][CH2:8][C:9]2[CH:14]=[CH:13][CH:12]=[CH:11][C:10]=2/[C:15](=[CH:20]\[O:21][CH3:22])/[C:16]([O:18][CH3:19])=[O:17])=[C:5]([CH3:26])[CH:4]=1)[CH2:27][CH3:28]. The catalyst class is: 7. (3) Reactant: [OH:1][C:2]1[C:11]2[C:6](=[CH:7][CH:8]=[CH:9][CH:10]=2)[N:5]=[CH:4][CH:3]=1.C(=O)([O-])[O-].[K+].[K+].Br[CH2:19][C:20]([O:22]CC)=[O:21]. Product: [N:5]1[C:6]2[C:11](=[CH:10][CH:9]=[CH:8][CH:7]=2)[C:2]([O:1][CH2:19][C:20]([OH:22])=[O:21])=[CH:3][CH:4]=1. The catalyst class is: 21. (4) Reactant: Br.[Br:2][CH2:3][CH2:4][NH2:5].[OH-].[Na+].Cl[C:9]([O:11][CH2:12][C:13]1[CH:18]=[CH:17][CH:16]=[CH:15][CH:14]=1)=[O:10].O. Product: [Br:2][CH2:3][CH2:4][NH:5][C:9](=[O:10])[O:11][CH2:12][C:13]1[CH:18]=[CH:17][CH:16]=[CH:15][CH:14]=1. The catalyst class is: 12. (5) Reactant: [CH2:1]([O:3][C:4]1[CH:5]=[C:6]([CH:9]=[CH:10][C:11]=1[O:12][CH3:13])[CH:7]=O)[CH3:2].C(O)(=O)C.[NH2:18][N:19]1[C:24](=[O:25])[C:23]([CH3:26])=[N:22][N:21]=[C:20]1[S:27][CH2:28][C:29]1[CH:34]=[CH:33][CH:32]=[CH:31][C:30]=1[F:35]. Product: [CH2:1]([O:3][C:4]1[CH:5]=[C:6]([CH:9]=[CH:10][C:11]=1[O:12][CH3:13])[CH:7]=[N:18][N:19]1[C:24](=[O:25])[C:23]([CH3:26])=[N:22][N:21]=[C:20]1[S:27][CH2:28][C:29]1[CH:34]=[CH:33][CH:32]=[CH:31][C:30]=1[F:35])[CH3:2]. The catalyst class is: 8. (6) Reactant: [Cl:1][C:2]1[CH:7]=[CH:6][C:5]([C:8]2[N:9]=[C:10]([CH2:26][OH:27])[C:11]([C:21]([O:23][CH2:24][CH3:25])=[O:22])=[N:12][C:13]=2[C:14]2[CH:19]=[CH:18][C:17]([Cl:20])=[CH:16][CH:15]=2)=[CH:4][CH:3]=1.CC(OI1(OC(C)=O)(OC(C)=O)OC(=O)C2C=CC=CC1=2)=O. Product: [Cl:1][C:2]1[CH:3]=[CH:4][C:5]([C:8]2[N:9]=[C:10]([CH:26]=[O:27])[C:11]([C:21]([O:23][CH2:24][CH3:25])=[O:22])=[N:12][C:13]=2[C:14]2[CH:19]=[CH:18][C:17]([Cl:20])=[CH:16][CH:15]=2)=[CH:6][CH:7]=1. The catalyst class is: 4.